Task: Regression. Given two drug SMILES strings and cell line genomic features, predict the synergy score measuring deviation from expected non-interaction effect.. Dataset: NCI-60 drug combinations with 297,098 pairs across 59 cell lines (1) Drug 1: CC1C(C(CC(O1)OC2CC(CC3=C2C(=C4C(=C3O)C(=O)C5=C(C4=O)C(=CC=C5)OC)O)(C(=O)CO)O)N)O.Cl. Drug 2: CC1C(C(CC(O1)OC2CC(CC3=C2C(=C4C(=C3O)C(=O)C5=CC=CC=C5C4=O)O)(C(=O)C)O)N)O. Cell line: TK-10. Synergy scores: CSS=59.3, Synergy_ZIP=-3.07, Synergy_Bliss=-0.666, Synergy_Loewe=0.114, Synergy_HSA=2.68. (2) Drug 1: CC(CN1CC(=O)NC(=O)C1)N2CC(=O)NC(=O)C2. Drug 2: C1=NC2=C(N1)C(=S)N=CN2. Cell line: HL-60(TB). Synergy scores: CSS=75.5, Synergy_ZIP=5.58, Synergy_Bliss=6.30, Synergy_Loewe=7.45, Synergy_HSA=7.99.